This data is from Reaction yield outcomes from USPTO patents with 853,638 reactions. The task is: Predict the reaction yield, written as a fraction of the theoretical maximum amount of product (1.0 means a 100% yield; for example, 0.34 means a 34% yield). (1) The reactants are [I:1][C:2]1[CH:7]=[C:6]([O:8][CH3:9])[N:5]=[CH:4][C:3]=1[NH2:10].C(N(CC)CC)C.[C:18](Cl)(=[O:20])[CH3:19]. The catalyst is C(Cl)Cl. The product is [I:1][C:2]1[CH:7]=[C:6]([O:8][CH3:9])[N:5]=[CH:4][C:3]=1[NH:10][C:18](=[O:20])[CH3:19]. The yield is 0.770. (2) The reactants are [CH3:1][C:2]1[N:6]([CH:7]([CH3:9])[CH3:8])[C:5]([C:10]2[CH:15]=[CH:14][N:13]=[C:12]([NH:16][CH:17]3[CH2:22][CH2:21][N:20](S(CCCN4CCCC4)(=O)=O)[CH2:19][CH2:18]3)[N:11]=2)=[CH:4][N:3]=1.[CH2:34]([O:36][C:37](N1CCC(N)CC1)=[O:38])[CH3:35]. The catalyst is CC(O)C. The product is [CH3:1][C:2]1[N:6]([CH:7]([CH3:9])[CH3:8])[C:5]([C:10]2[CH:15]=[CH:14][N:13]=[C:12]([NH:16][CH:17]3[CH2:18][CH2:19][N:20]([C:37]([O:36][CH2:34][CH3:35])=[O:38])[CH2:21][CH2:22]3)[N:11]=2)=[CH:4][N:3]=1. The yield is 0.460. (3) The reactants are C1(P([C:14]2[CH:19]=[CH:18][CH:17]=[CH:16][CH:15]=2)C2C=CC=CC=2)C=CC=CC=1.BrCC[CH2:23][OH:24].N(C(OC(C)C)=O)=NC(O[CH:30](C)[CH3:31])=O.[Br-].[CH2:40]([NH:48][CH2:49][CH2:50][C:51]1[CH:56]=[CH:55][CH:54]=[CH:53][CH:52]=1)[CH2:41][C:42]1[CH:47]=[CH:46][CH:45]=[CH:44]C=1.[CH3:57][O:58][C:59]1[CH:66]=[CH:65][C:62](C=O)=[CH:61][CH:60]=1.[C:67]([O:70][BH-](OC(=O)C)OC(=O)C)(=[O:69])[CH3:68].[Na+]. The catalyst is C1(C)C=CC=CC=1.CS(C)=O.C(O)(=O)C.CN(C)C=O. The product is [C:51]1([CH:50]([C:14]2[CH:15]=[CH:16][CH:17]=[CH:18][CH:19]=2)[CH2:49][N:48]([CH2:40][C:41]2[CH:42]=[CH:47][C:46]([O:24][CH3:23])=[CH:45][CH:44]=2)[CH:30]([CH3:31])[CH2:57][O:58][C:59]2[CH:60]=[C:61]([CH2:68][C:67]([OH:70])=[O:69])[CH:62]=[CH:65][CH:66]=2)[CH:52]=[CH:53][CH:54]=[CH:55][CH:56]=1. The yield is 0.0600.